This data is from Forward reaction prediction with 1.9M reactions from USPTO patents (1976-2016). The task is: Predict the product of the given reaction. Given the reactants [NH2:1]C1CCCCN1C([O-])=O.C(N(C(C)C)CC)(C)C.[CH3:20][O:21][C:22]1[CH:27]=[CH:26][C:25]([CH2:28][C:29](Cl)=[O:30])=[CH:24][CH:23]=1.O, predict the reaction product. The product is: [CH3:20][O:21][C:22]1[CH:27]=[CH:26][C:25]([CH2:28][C:29]([NH2:1])=[O:30])=[CH:24][CH:23]=1.